Task: Predict the reaction yield, written as a fraction of the theoretical maximum amount of product (1.0 means a 100% yield; for example, 0.34 means a 34% yield).. Dataset: Reaction yield outcomes from USPTO patents with 853,638 reactions The reactants are [CH3:1][C:2]1[N:3]=[C:4]([NH:7][C:8]2[N:13]=[CH:12][C:11]([S:14][CH2:15][CH2:16][C:17](OC)=O)=[CH:10][C:9]=2[O:21][C:22]2[CH:27]=[CH:26][CH:25]=[CH:24][CH:23]=2)[S:5][CH:6]=1.[Cl:28][C:29]1[CH:34]=C([N+]([O-])=O)C=C[N:30]=1.CC([O-])(C)C.[K+].[NH4+].[Cl-:45].Cl. The catalyst is CS(C)=O. The product is [ClH:28].[ClH:45].[Cl:28][C:29]1[CH:34]=[C:15]([S:14][C:11]2[CH:10]=[C:9]([O:21][C:22]3[CH:27]=[CH:26][CH:25]=[CH:24][CH:23]=3)[C:8]([NH:7][C:4]3[S:5][CH:6]=[C:2]([CH3:1])[N:3]=3)=[N:13][CH:12]=2)[CH:16]=[CH:17][N:30]=1. The yield is 0.414.